This data is from NCI-60 drug combinations with 297,098 pairs across 59 cell lines. The task is: Regression. Given two drug SMILES strings and cell line genomic features, predict the synergy score measuring deviation from expected non-interaction effect. (1) Drug 1: CC1=C2C(C(=O)C3(C(CC4C(C3C(C(C2(C)C)(CC1OC(=O)C(C(C5=CC=CC=C5)NC(=O)OC(C)(C)C)O)O)OC(=O)C6=CC=CC=C6)(CO4)OC(=O)C)OC)C)OC. Drug 2: C1=NC2=C(N=C(N=C2N1C3C(C(C(O3)CO)O)F)Cl)N. Cell line: NCI/ADR-RES. Synergy scores: CSS=33.0, Synergy_ZIP=-0.234, Synergy_Bliss=-3.37, Synergy_Loewe=-8.21, Synergy_HSA=-2.36. (2) Drug 1: CCCCC(=O)OCC(=O)C1(CC(C2=C(C1)C(=C3C(=C2O)C(=O)C4=C(C3=O)C=CC=C4OC)O)OC5CC(C(C(O5)C)O)NC(=O)C(F)(F)F)O. Drug 2: C(CN)CNCCSP(=O)(O)O. Cell line: SF-295. Synergy scores: CSS=37.3, Synergy_ZIP=1.72, Synergy_Bliss=-8.26, Synergy_Loewe=-42.8, Synergy_HSA=-7.97. (3) Drug 1: CC1=C2C(C(=O)C3(C(CC4C(C3C(C(C2(C)C)(CC1OC(=O)C(C(C5=CC=CC=C5)NC(=O)C6=CC=CC=C6)O)O)OC(=O)C7=CC=CC=C7)(CO4)OC(=O)C)O)C)OC(=O)C. Drug 2: CCC1=C2N=C(C=C(N2N=C1)NCC3=C[N+](=CC=C3)[O-])N4CCCCC4CCO. Cell line: SK-OV-3. Synergy scores: CSS=41.3, Synergy_ZIP=2.85, Synergy_Bliss=3.07, Synergy_Loewe=-3.27, Synergy_HSA=2.02. (4) Drug 1: C(=O)(N)NO. Drug 2: COCCOC1=C(C=C2C(=C1)C(=NC=N2)NC3=CC=CC(=C3)C#C)OCCOC.Cl. Cell line: MALME-3M. Synergy scores: CSS=1.54, Synergy_ZIP=0.881, Synergy_Bliss=2.84, Synergy_Loewe=-1.48, Synergy_HSA=-0.132.